The task is: Predict the reaction yield, written as a fraction of the theoretical maximum amount of product (1.0 means a 100% yield; for example, 0.34 means a 34% yield).. This data is from Reaction yield outcomes from USPTO patents with 853,638 reactions. (1) The reactants are C1COCC1.[CH3:6][O:7][CH2:8][O:9][C@H:10]1[CH2:27][CH2:26][C@:25]2([CH3:28])[C@@H:12]([CH2:13][CH2:14][C@H:15]3[C@H:24]2[CH2:23][CH2:22][C@:20]2([CH3:21])[C@@H:16]3[CH2:17][C:18](=[O:29])[CH2:19]2)[CH2:11]1.C1C=CC(N([S:37]([C:40]([F:43])([F:42])[F:41])(=[O:39])=[O:38])[S:37]([C:40]([F:43])([F:42])[F:41])(=[O:39])=[O:38])=CC=1.C[Si](C)(C)[N-][Si](C)(C)C.[K+]. The catalyst is O. The product is [F:41][C:40]([F:43])([F:42])[S:37]([O:29][C:18]1[CH2:17][C@@H:16]2[C@@H:15]3[C@@H:24]([CH2:23][CH2:22][C@@:20]2([CH3:21])[CH:19]=1)[C@@:25]1([CH3:28])[C@H:12]([CH2:11][C@@H:10]([O:9][CH2:8][O:7][CH3:6])[CH2:27][CH2:26]1)[CH2:13][CH2:14]3)(=[O:39])=[O:38]. The yield is 0.830. (2) The catalyst is ClCCl. The yield is 1.00. The reactants are [F:1][C:2]([F:7])([F:6])[C:3]([OH:5])=[O:4].C(OC(=O)[NH:14][CH:15]([C:26]([N:28]1[CH2:31][C:30]([O:39][CH2:40][CH2:41][CH2:42][CH3:43])([C:32]2[CH:37]=[CH:36][CH:35]=[CH:34][C:33]=2[CH3:38])[CH2:29]1)=[O:27])[CH:16]([OH:25])[C:17]1[CH:22]=[CH:21][C:20]([O:23][CH3:24])=[CH:19][CH:18]=1)(C)(C)C. The product is [F:1][C:2]([F:7])([F:6])[C:3]([OH:5])=[O:4].[NH2:14][CH:15]([CH:16]([OH:25])[C:17]1[CH:18]=[CH:19][C:20]([O:23][CH3:24])=[CH:21][CH:22]=1)[C:26]([N:28]1[CH2:31][C:30]([O:39][CH2:40][CH2:41][CH2:42][CH3:43])([C:32]2[CH:37]=[CH:36][CH:35]=[CH:34][C:33]=2[CH3:38])[CH2:29]1)=[O:27]. (3) The reactants are P([CH2:5][C:6]([O:8][CH3:9])=[O:7])(O)(O)=O.[H-].[Na+].[H][H].[CH3:14][O:15][C:16]1[CH:21]=[CH:20][C:19]2[NH:22][CH:23]=[C:24]([CH:25]=O)[C:18]=2[CH:17]=1.P(=O)([O-])[O-]. The catalyst is O1CCCC1.ClCCl. The product is [CH3:9][O:8][C:6](=[O:7])[CH:5]=[CH:25][C:24]1[C:18]2[C:19](=[CH:20][CH:21]=[C:16]([O:15][CH3:14])[CH:17]=2)[NH:22][CH:23]=1. The yield is 0.780. (4) The reactants are FC(F)(F)S(O[C:7]1[C:16]([C:17]2[C:22]([CH2:23][CH3:24])=[N:21][C:20]([NH:25][CH:26]([CH2:29][CH3:30])[CH2:27][CH3:28])=[C:19]([CH2:31][CH3:32])[N:18]=2)=[CH:15][C:14]2[CH2:13][CH2:12][CH2:11][CH2:10][C:9]=2[CH:8]=1)(=O)=O.CN(C=O)C.C([SiH](CC)CC)C. The catalyst is C(OCC)(=O)C.O.C1(PCCCPC2C=CC=CC=2)C=CC=CC=1. The product is [CH2:31]([C:19]1[C:20]([NH:25][CH:26]([CH2:29][CH3:30])[CH2:27][CH3:28])=[N:21][C:22]([CH2:23][CH3:24])=[C:17]([C:16]2[CH:7]=[CH:8][C:9]3[CH2:10][CH2:11][CH2:12][CH2:13][C:14]=3[CH:15]=2)[N:18]=1)[CH3:32]. The yield is 0.760. (5) The reactants are ClC[C:3]1[CH:25]=[CH:24][C:6]([CH2:7][N:8]2[C:17]3[C:12](=[C:13]([CH:18]4[O:22][CH2:21][CH2:20][O:19]4)[CH:14]=[CH:15][CH:16]=3)[CH2:11][CH2:10][C:9]2=[O:23])=[CH:5][CH:4]=1.[C:26]1([SH:32])[CH:31]=[CH:30][CH:29]=[CH:28][CH:27]=1. The catalyst is C1COCC1. The product is [O:19]1[CH2:20][CH2:21][O:22][CH:18]1[C:13]1[CH:14]=[CH:15][CH:16]=[C:17]2[C:12]=1[CH2:11][CH2:10][C:9](=[O:23])[N:8]2[CH2:7][C:6]1[CH:24]=[CH:25][C:3]([S:32][C:26]2[CH:31]=[CH:30][CH:29]=[CH:28][CH:27]=2)=[CH:4][CH:5]=1. The yield is 0.940. (6) The reactants are [CH2:1]([O:8][C:9]([N:11]1[CH2:16][CH2:15][N:14]([C:17]2[CH:22]=[CH:21][C:20]([NH:23][C:24]([O:26]CC3C=CC=CC=3)=[O:25])=[CH:19][C:18]=2[F:34])[CH2:13][CH2:12]1)=[O:10])[C:2]1[CH:7]=[CH:6][CH:5]=[CH:4][CH:3]=1.C([Li])CCC.CCCCCC.[C:46](OC[C@@H]1OC1)(=[O:50])[CH2:47][CH2:48]C.[NH4+].[Cl-]. The catalyst is C1COCC1. The product is [F:34][C:18]1[CH:19]=[C:20]([N:23]2[CH2:48][C@H:47]([CH2:46][OH:50])[O:26][C:24]2=[O:25])[CH:21]=[CH:22][C:17]=1[N:14]1[CH2:13][CH2:12][N:11]([C:9]([O:8][CH2:1][C:2]2[CH:7]=[CH:6][CH:5]=[CH:4][CH:3]=2)=[O:10])[CH2:16][CH2:15]1. The yield is 0.870.